Dataset: HIV replication inhibition screening data with 41,000+ compounds from the AIDS Antiviral Screen. Task: Binary Classification. Given a drug SMILES string, predict its activity (active/inactive) in a high-throughput screening assay against a specified biological target. (1) The compound is O=[N+]([O-])C(C(Cl)=C(Cl)Cl)=C(N(Cc1ccccc1)Cc1ccccc1)N(Cc1ccccc1)Cc1ccccc1. The result is 0 (inactive). (2) The drug is O=C1c2c(n(Cc3ccccc3)c(=O)n2Cc2ccccc2)C(=O)N1Cc1ccccc1. The result is 0 (inactive).